The task is: Predict the product of the given reaction.. This data is from Forward reaction prediction with 1.9M reactions from USPTO patents (1976-2016). (1) Given the reactants C1(P(C2CCCCC2)C2C=CC=CC=2C2C(C(C)C)=CC(C(C)C)=CC=2C(C)C)CCCCC1.[N:35]1([C:39]2[N:44]=[C:43]([CH2:45][N:46]3[C@@H:50]([CH3:51])[C@@H:49]([C:52]4[CH:57]=[C:56]([C:58]([F:61])([F:60])[F:59])[CH:55]=[C:54]([C:62]([F:65])([F:64])[F:63])[CH:53]=4)[O:48][C:47]3=[O:66])[C:42]([C:67]3[CH:72]=[C:71](Cl)[CH:70]=[CH:69][C:68]=3[O:74][CH3:75])=[CH:41][CH:40]=2)[CH2:38][CH2:37][CH2:36]1.C([O-])(=O)C.[K+].[B:81]1([B:81]2[O:85][C:84]([CH3:87])([CH3:86])[C:83]([CH3:89])([CH3:88])[O:82]2)[O:85][C:84]([CH3:87])([CH3:86])[C:83]([CH3:89])([CH3:88])[O:82]1, predict the reaction product. The product is: [N:35]1([C:39]2[N:44]=[C:43]([CH2:45][N:46]3[C@@H:50]([CH3:51])[C@@H:49]([C:52]4[CH:57]=[C:56]([C:58]([F:61])([F:60])[F:59])[CH:55]=[C:54]([C:62]([F:65])([F:64])[F:63])[CH:53]=4)[O:48][C:47]3=[O:66])[C:42]([C:67]3[CH:72]=[C:71]([B:81]4[O:85][C:84]([CH3:87])([CH3:86])[C:83]([CH3:89])([CH3:88])[O:82]4)[CH:70]=[CH:69][C:68]=3[O:74][CH3:75])=[CH:41][CH:40]=2)[CH2:38][CH2:37][CH2:36]1. (2) Given the reactants [Cl:1][C:2]1[CH:20]=[CH:19][C:5]([CH2:6][NH:7][C:8](=[O:18])[C:9]2[CH:14]=[C:13]([CH:15]=[CH2:16])[CH:12]=[CH:11][C:10]=2[F:17])=[CH:4][C:3]=1[O:21][CH3:22].CN(C)C=[O:26], predict the reaction product. The product is: [C:15]([C:13]1[CH:12]=[CH:11][C:10]([F:17])=[C:9]([CH:14]=1)[C:8]([NH:7][CH2:6][C:5]1[CH:19]=[CH:20][C:2]([Cl:1])=[C:3]([O:21][CH3:22])[CH:4]=1)=[O:18])(=[O:26])[CH3:16].